This data is from Reaction yield outcomes from USPTO patents with 853,638 reactions. The task is: Predict the reaction yield, written as a fraction of the theoretical maximum amount of product (1.0 means a 100% yield; for example, 0.34 means a 34% yield). (1) The reactants are [CH3:1][C:2]1[C:3]([C:12]([O:14]C)=[O:13])=[N:4][CH:5]=[C:6]([O:8][CH2:9][C:10]#[CH:11])[N:7]=1.O.[OH-].[Li+].Cl. The catalyst is C1COCC1.O. The product is [CH3:1][C:2]1[C:3]([C:12]([OH:14])=[O:13])=[N:4][CH:5]=[C:6]([O:8][CH2:9][C:10]#[CH:11])[N:7]=1. The yield is 0.510. (2) The reactants are [Cl:1][CH2:2][C:3](=[O:9])[CH2:4][C:5]([O:7][CH3:8])=[O:6].[CH2:10](O)[CH:11]=C. The catalyst is CN(C)C1C=CN=CC=1.C1(C)C=CC=CC=1. The product is [Cl:1][CH2:2][C:3](=[O:9])[CH2:4][C:5]([O:7][CH2:8][CH:10]=[CH2:11])=[O:6]. The yield is 0.440. (3) The reactants are Cl[C:2]1[N:7]=[C:6](Cl)[CH:5]=[C:4]([Cl:9])[N:3]=1.[CH3:10][O-:11].[Na+].[CH3:13][OH:14]. No catalyst specified. The product is [Cl:9][C:4]1[CH:5]=[C:6]([O:11][CH3:10])[N:7]=[C:2]([O:14][CH3:13])[N:3]=1. The yield is 0.984.